Task: Binary Classification. Given a miRNA mature sequence and a target amino acid sequence, predict their likelihood of interaction.. Dataset: Experimentally validated miRNA-target interactions with 360,000+ pairs, plus equal number of negative samples (1) The miRNA is mmu-miR-6945-3p with sequence UCUGAGCUCUGCCCUUCCCAU. The protein sequence of the target gene is MTSVAKVYYSQTTQTESRPLVAPGIRRRRVLTKDGRSNVRMEHIADKRFLYLKDLWTTFIDMQWRYKLLLFSATFAGTWFLFGVVWYLVAVAHGDLLELGPPANHTPCVVQVHTLTGAFLFSLESQTTIGYGFRYISEECPLAIVLLIAQLVLTTILEIFITGTFLAKIARPKKRAETIRFSQHAVVASHNGKPCLMIRVANMRKSLLIGCQVTGKLLQTHQTKEGENIRLNQVNVTFQVDTASDSPFLILPLTFYHVVDETSPLKDLPLRSGEGDFELVLILSGTVESTSATCQVRTSY.... Result: 0 (no interaction). (2) The miRNA is hsa-miR-4330 with sequence CCUCAGAUCAGAGCCUUGC. The protein sequence of the target gene is MCGSYYGNYYGTPGYGFCGYGGLGYGYGGLGCGYGSCCGCGFRRLGCGYGYGSRSLCGYGYGCGSGSGYYY. Result: 1 (interaction). (3) The miRNA is mmu-miR-329-3p with sequence AACACACCCAGCUAACCUUUUU. The protein sequence of the target gene is MYAAVEHGPVLCSDSNILCLSWKGRVPKSEKEKPVCRRRYYEEGWLATGNGRGVVGVTFTSSHCRRDRSTPQRINFNLRGHNSEVVLVRWNEPYQKLATCDADGGIFVWIQYEGRWSVELVNDRGAQVSDFTWSHDGTQALISYRDGFVLVGSVSGQRHWSSEINLESQITCGIWTPDDQQVLFGTADGQVIVMDCHGRMLAHVLLHESDGILSMSWNYPIFLVEDSSESDTDSDDYSPPQDGPAAYPIPVQNTKPLLTVSFTSGDISLMNNYDDLSPTVIRSGLKEVVAQWCTQGDLLA.... Result: 0 (no interaction). (4) The miRNA is hsa-miR-8057 with sequence GUGGCUCUGUAGUAAGAUGGA. The protein sequence of the target gene is MAAAARARVTHLLRHLQSTACQCPTHSHTYSQAPGPSGKTADYAFEMAVSNIRYGAGVTKEVGMDLQNMGAKNVCLMTDKNLSQLPPVQIVMDSLSKNGISFQVYDDVRVEPTDGSFMDAIEFAKKGAFDAYVAVGGGSTMDTCKAANLYASSPHSEFLDYVNAPIGKGKPVTVPLKPLIAVPTTSGTGSETTGVAIFDYEHLKVKTGIASRAIKPTLGLVDPLHTLHMPCQVVANSGFDVLCHALESYTAIPYSMRSPCPSNPIQRPAYQGSNPISDIWAVHALQIVAKYLKRAVRNPD.... Result: 0 (no interaction). (5) The miRNA is dre-miR-142a-3p with sequence UGUAGUGUUUCCUACUUUAUGGA. The protein sequence of the target gene is MGSGWSSEEEERQPLLGPGLGPAPGAARRGREATAVLPAAGPNPGRVYGRRWLVLLLFSLLAFAQGLVWNTWGPIQNSARQAYGFSGWDIALLVLWGPIGFLPCFAFMWLLDKRGLRVTVLLTSFLMVLGTGLRCIPVSDLALKKRLIHGGQILNGLAGPTVMNAAPFLSTTWFSADERATATAIASMLSYLGGACAFLVGPLVVPAPNGTAPLLAAESSRAHIKDRIETVLYAEFGVVCLIFSATLAYFPPRPPLPPSVAAASQRLSYRRSFCRLLSNLRFLMIALAYAIPLGVFAGWS.... Result: 0 (no interaction).